This data is from Forward reaction prediction with 1.9M reactions from USPTO patents (1976-2016). The task is: Predict the product of the given reaction. (1) Given the reactants Br[C:2]1[CH:3]=[C:4]2[C:9]3=[C:10]([CH2:12][CH2:13][N:8]3[CH2:7][CH2:6][CH2:5]2)[CH:11]=1.C([Li])CCC.[Cu]C#N.Cl[C:23](=[O:28])[C:24]([O:26][CH3:27])=[O:25].C(=O)(O)[O-].[Na+], predict the reaction product. The product is: [CH3:27][O:26][C:24](=[O:25])[C:23](=[O:28])[C:2]1[CH:3]=[C:4]2[C:9]3=[C:10]([CH2:12][CH2:13][N:8]3[CH2:7][CH2:6][CH2:5]2)[CH:11]=1. (2) Given the reactants [CH3:1][C:2]1([CH3:9])[CH2:7][CH2:6][C:5](=[O:8])[CH2:4][CH2:3]1.F[B-](F)(F)F.[CH2:15]([O:17][CH+:18][O:19][CH2:20][CH3:21])[CH3:16], predict the reaction product. The product is: [CH2:15]([O:17][CH:18]([O:19][CH2:20][CH3:21])[CH:4]1[CH2:3][C:2]([CH3:9])([CH3:1])[CH2:7][CH2:6][C:5]1=[O:8])[CH3:16]. (3) The product is: [CH3:20][O:19][C:16]1[CH:15]=[CH:14][C:13]([CH2:12][C:11]([NH:10][C:6]2[S:7][CH:8]=[CH:9][C:5]=2[C:3]2[N:4]=[C:22]([CH3:23])[O:1][N:2]=2)=[O:21])=[CH:18][CH:17]=1. Given the reactants [OH:1][N:2]=[C:3]([C:5]1[CH:9]=[CH:8][S:7][C:6]=1[NH:10][C:11](=[O:21])[CH2:12][C:13]1[CH:18]=[CH:17][C:16]([O:19][CH3:20])=[CH:15][CH:14]=1)[NH2:4].[CH3:22][CH2:23]N(C(C)C)C(C)C.C(Cl)(=O)C, predict the reaction product.